From a dataset of Reaction yield outcomes from USPTO patents with 853,638 reactions. Predict the reaction yield, written as a fraction of the theoretical maximum amount of product (1.0 means a 100% yield; for example, 0.34 means a 34% yield). (1) The reactants are N(OC(C)(C)C)=O.[Cl:8][C:9]1[N:14]=[CH:13][C:12](N)=[CH:11][C:10]=1[CH3:16].[CH2:17]([OH:22])[C:18]([F:21])([F:20])[F:19].C(O)(C(F)(F)F)=O.C(=O)([O-])[O-].[K+].[K+]. No catalyst specified. The yield is 0.411. The product is [Cl:8][C:9]1[C:10]([CH3:16])=[CH:11][C:12]([O:22][CH2:17][C:18]([F:21])([F:20])[F:19])=[CH:13][N:14]=1. (2) The reactants are [S:1]1[CH:5]=[CH:4][C:3]2[C:6]([N:10]3[CH2:15][CH2:14][N:13]([CH2:16][CH2:17][CH2:18][O:19][C:20]4[CH:30]=[CH:29][C:23]([C:24]([NH:26][CH2:27][CH3:28])=[O:25])=[CH:22][C:21]=4[N+:31]([O-])=O)[CH2:12][CH2:11]3)=[CH:7][CH:8]=[CH:9][C:2]1=2. The catalyst is [C].[Pd].C(O)C. The product is [NH2:31][C:21]1[CH:22]=[C:23]([CH:29]=[CH:30][C:20]=1[O:19][CH2:18][CH2:17][CH2:16][N:13]1[CH2:12][CH2:11][N:10]([C:6]2[C:3]3[CH:4]=[CH:5][S:1][C:2]=3[CH:9]=[CH:8][CH:7]=2)[CH2:15][CH2:14]1)[C:24]([NH:26][CH2:27][CH3:28])=[O:25]. The yield is 0.830.